Dataset: Forward reaction prediction with 1.9M reactions from USPTO patents (1976-2016). Task: Predict the product of the given reaction. (1) Given the reactants [OH:1][CH2:2][C@H:3]1[CH2:9][CH2:8][C:5]2([CH2:7][CH2:6]2)[O:4]1.[CH3:10][S:11](Cl)(=[O:13])=[O:12], predict the reaction product. The product is: [CH3:10][S:11]([O:1][CH2:2][C@H:3]1[CH2:9][CH2:8][C:5]2([CH2:7][CH2:6]2)[O:4]1)(=[O:13])=[O:12]. (2) Given the reactants [F:1][C:2]1[CH:3]=[C:4]2[C:8](=[CH:9][CH:10]=1)[NH:7][CH:6]=[C:5]2[CH:11]=[O:12].N1C2C(=CC=CC=2)C=[C:14]1C(OCC)=O, predict the reaction product. The product is: [F:1][C:2]1[CH:3]=[C:4]2[C:8](=[CH:9][CH:10]=1)[N:7]([CH3:14])[CH:6]=[C:5]2[CH:11]=[O:12]. (3) The product is: [CH2:38]([C:35]1[CH:34]=[N:33][C:32]([N:29]2[CH2:30][CH2:31][CH:26]([CH2:25][CH2:24][CH2:23][O:12][C:9]3[CH:10]=[C:11]4[C:6](=[CH:7][CH:8]=3)[CH2:5][N:4]([S:13]([CH3:16])(=[O:15])=[O:14])[CH2:3][C:2]4([CH3:17])[CH3:1])[CH2:27][CH2:28]2)=[N:37][CH:36]=1)[CH3:39]. Given the reactants [CH3:1][C:2]1([CH3:17])[C:11]2[C:6](=[CH:7][CH:8]=[C:9]([OH:12])[CH:10]=2)[CH2:5][N:4]([S:13]([CH3:16])(=[O:15])=[O:14])[CH2:3]1.CS(O[CH2:23][CH2:24][CH2:25][CH:26]1[CH2:31][CH2:30][N:29]([C:32]2[N:37]=[CH:36][C:35]([CH2:38][CH3:39])=[CH:34][N:33]=2)[CH2:28][CH2:27]1)(=O)=O, predict the reaction product. (4) Given the reactants [N:1]1[C:6]2[CH2:7][NH:8][CH2:9][CH2:10][C:5]=2[C:4](=[O:11])[NH:3][CH:2]=1.Cl[C:13]1[C:18]([Cl:19])=[CH:17][CH:16]=[CH:15][N:14]=1.C(N(CC)C(C)C)(C)C, predict the reaction product. The product is: [Cl:19][C:18]1[C:13]([N:8]2[CH2:9][CH2:10][C:5]3[C:4](=[O:11])[NH:3][CH:2]=[N:1][C:6]=3[CH2:7]2)=[N:14][CH:15]=[CH:16][CH:17]=1. (5) The product is: [CH3:1][C:2]1([CH3:38])[O:7][CH2:6][C:5]([CH2:19][O:20][Si:21]([C:34]([CH3:37])([CH3:36])[CH3:35])([C:22]2[CH:23]=[CH:24][CH:25]=[CH:26][CH:27]=2)[C:28]2[CH:33]=[CH:32][CH:31]=[CH:30][CH:29]=2)([CH2:8][N:9]2[CH:17]=[N:16][C:15]3[C:10]2=[N:11][CH:12]=[N:13][C:14]=3[NH:18][C:39](=[O:46])[C:40]2[CH:45]=[CH:44][CH:43]=[CH:42][CH:41]=2)[CH2:4][O:3]1. Given the reactants [CH3:1][C:2]1([CH3:38])[O:7][CH2:6][C:5]([CH2:19][O:20][Si:21]([C:34]([CH3:37])([CH3:36])[CH3:35])([C:28]2[CH:33]=[CH:32][CH:31]=[CH:30][CH:29]=2)[C:22]2[CH:27]=[CH:26][CH:25]=[CH:24][CH:23]=2)([CH2:8][N:9]2[CH:17]=[N:16][C:15]3[C:10]2=[N:11][CH:12]=[N:13][C:14]=3[NH2:18])[CH2:4][O:3]1.[C:39](Cl)(=[O:46])[C:40]1[CH:45]=[CH:44][CH:43]=[CH:42][CH:41]=1.CO.C1(C)C=CC=CC=1, predict the reaction product. (6) Given the reactants [O:1]1[CH2:5][CH2:4][O:3][CH:2]1[C:6]1[CH:10]=[CH:9][S:8][C:7]=1[CH2:11][C:12]#[N:13].Br[CH:15]([CH3:17])[CH3:16].[OH-].[K+], predict the reaction product. The product is: [O:1]1[CH2:5][CH2:4][O:3][CH:2]1[C:6]1[CH:10]=[CH:9][S:8][C:7]=1[CH:11]([CH2:16][CH2:15][CH3:17])[C:12]#[N:13]. (7) Given the reactants [CH2:1]([O:3][C:4]([C:6]1[N:11]=[C:10]([C:12]([OH:14])=O)[CH:9]=[CH:8][CH:7]=1)=[O:5])[CH3:2].[N:15]1([CH2:20][C:21]2[CH:27]=[CH:26][C:24]([NH2:25])=[CH:23][CH:22]=2)[CH:19]=[CH:18][CH:17]=[N:16]1, predict the reaction product. The product is: [N:15]1([CH2:20][C:21]2[CH:27]=[CH:26][C:24]([NH:25][C:12]([C:10]3[N:11]=[C:6]([C:4]([O:3][CH2:1][CH3:2])=[O:5])[CH:7]=[CH:8][CH:9]=3)=[O:14])=[CH:23][CH:22]=2)[CH:19]=[CH:18][CH:17]=[N:16]1.